Dataset: Reaction yield outcomes from USPTO patents with 853,638 reactions. Task: Predict the reaction yield, written as a fraction of the theoretical maximum amount of product (1.0 means a 100% yield; for example, 0.34 means a 34% yield). (1) The reactants are F[C:2]1[CH:9]=[CH:8][C:7]([CH2:10][C:11]([CH3:14])([CH3:13])[CH3:12])=[CH:6][C:3]=1[C:4]#[N:5].C(=O)([O-])[O-].[K+].[K+].[NH:21]1[CH2:25][CH2:24][CH:23]([OH:26])[CH2:22]1. The catalyst is CN(C=O)C. The product is [CH3:12][C:11]([CH3:14])([CH3:13])[CH2:10][C:7]1[CH:8]=[CH:9][C:2]([N:21]2[CH2:25][CH2:24][CH:23]([OH:26])[CH2:22]2)=[C:3]([CH:6]=1)[C:4]#[N:5]. The yield is 0.800. (2) The reactants are [Mg].Br[C:3]1[CH:8]=[CH:7][C:6]([F:9])=[CH:5][CH:4]=1.[CH3:10][C:11]1[CH:18]=[C:17]([CH3:19])[CH:16]=[CH:15][C:12]=1[CH:13]=[O:14].[Cl-].[NH4+]. The catalyst is C1COCC1.II. The product is [CH3:10][C:11]1[CH:18]=[C:17]([CH3:19])[CH:16]=[CH:15][C:12]=1[CH:13]([C:3]1[CH:8]=[CH:7][C:6]([F:9])=[CH:5][CH:4]=1)[OH:14]. The yield is 1.00. (3) The reactants are [CH3:1][N:2]([S:11]([C:14]1[CH:19]=[CH:18][C:17]([C:20]2[CH:25]=[CH:24][C:23]([N+:26]([O-])=O)=[CH:22][CH:21]=2)=[CH:16][CH:15]=1)(=[O:13])=[O:12])[C@@H:3]([C:7]([O:9][CH3:10])=[O:8])[CH:4]([CH3:6])[CH3:5].O.O.[Sn](Cl)Cl.C(=O)([O-])[O-].[Na+].[Na+]. The catalyst is C(OCC)(=O)C. The product is [NH2:26][C:23]1[CH:24]=[CH:25][C:20]([C:17]2[CH:16]=[CH:15][C:14]([S:11]([N:2]([CH3:1])[C@@H:3]([C:7]([O:9][CH3:10])=[O:8])[CH:4]([CH3:6])[CH3:5])(=[O:13])=[O:12])=[CH:19][CH:18]=2)=[CH:21][CH:22]=1. The yield is 0.950. (4) The reactants are [C:1]([O:5][C:6]([NH:8][C@@H:9]([CH2:13][C:14]1[CH:19]=[CH:18][C:17]([O:20][CH3:21])=[CH:16][CH:15]=1)[C:10]([OH:12])=O)=[O:7])([CH3:4])([CH3:3])[CH3:2].[NH2:22][C@@H:23]([CH2:30][C:31]1[CH2:35][CH2:34][CH2:33][CH:32]=1)[C:24]([C@@:26]1([CH3:29])[CH2:28][O:27]1)=[O:25].CN(C(ON1N=NC2C=CC=NC1=2)=[N+](C)C)C.F[P-](F)(F)(F)(F)F.CCN(C(C)C)C(C)C. The catalyst is CN(C=O)C. The product is [C:31]1([CH2:30][C@H:23]([NH:22][C:10](=[O:12])[C@@H:9]([NH:8][C:6](=[O:7])[O:5][C:1]([CH3:2])([CH3:3])[CH3:4])[CH2:13][C:14]2[CH:19]=[CH:18][C:17]([O:20][CH3:21])=[CH:16][CH:15]=2)[C:24]([C@@:26]2([CH3:29])[CH2:28][O:27]2)=[O:25])[CH2:35][CH2:34][CH2:33][CH:32]=1. The yield is 0.820. (5) The reactants are [NH2:1][CH2:2][C:3]1[C:4]([NH:20][C@H:21]([C:24]2[CH:29]=[CH:28][C:27]([F:30])=[CH:26][CH:25]=2)[CH2:22][OH:23])=[N:5][C:6]([NH:10][C:11]2[CH:15]=[C:14]([O:16][CH:17]([CH3:19])[CH3:18])[NH:13][N:12]=2)=[C:7]([F:9])[CH:8]=1.[CH3:31][S:32](O)(=[O:34])=[O:33].CCN(C(C)C)C(C)C. The catalyst is CN(C1C=CN=CC=1)C.C1COCC1. The product is [F:9][C:7]1[CH:8]=[C:3]([CH2:2][NH:1][S:32]([CH3:31])(=[O:34])=[O:33])[C:4]([NH:20][C@H:21]([C:24]2[CH:29]=[CH:28][C:27]([F:30])=[CH:26][CH:25]=2)[CH2:22][OH:23])=[N:5][C:6]=1[NH:10][C:11]1[CH:15]=[C:14]([O:16][CH:17]([CH3:19])[CH3:18])[NH:13][N:12]=1. The yield is 0.630. (6) The reactants are [CH3:1][N:2]=[C:3]=[S:4].[Cl:5][C:6]1[CH:7]=[C:8]([C:12]2[O:16][N:15]=[C:14]([CH:17]3[CH2:22][O:21][CH2:20][CH2:19][NH:18]3)[CH:13]=2)[CH:9]=[CH:10][CH:11]=1. The catalyst is C(Cl)(Cl)Cl. The product is [CH3:1][NH:2][C:3]([N:18]1[CH2:19][CH2:20][O:21][CH2:22][CH:17]1[C:14]1[CH:13]=[C:12]([C:8]2[CH:9]=[CH:10][CH:11]=[C:6]([Cl:5])[CH:7]=2)[O:16][N:15]=1)=[S:4]. The yield is 0.970. (7) The yield is 0.440. The catalyst is C1(C)C=CC=CC=1. The reactants are [H-].[Na+].[CH2:3]([O:10][CH2:11][CH2:12][O:13][CH2:14][CH2:15][O:16][CH2:17][CH2:18][O:19][CH2:20][CH2:21][O:22][CH2:23][CH2:24][O:25][CH2:26][CH2:27][OH:28])[C:4]1[CH:9]=[CH:8][CH:7]=[CH:6][CH:5]=1.CS(O[CH2:34][CH2:35][CH2:36][CH2:37][CH2:38][C:39]([O:41][CH2:42][CH3:43])=[O:40])(=O)=O. The product is [CH2:42]([O:41][C:39](=[O:40])[CH2:38][CH2:37][CH2:36][CH2:35][CH2:34][O:28][CH2:27][CH2:26][O:25][CH2:24][CH2:23][O:22][CH2:21][CH2:20][O:19][CH2:18][CH2:17][O:16][CH2:15][CH2:14][O:13][CH2:12][CH2:11][O:10][CH2:3][C:4]1[CH:5]=[CH:6][CH:7]=[CH:8][CH:9]=1)[CH3:43]. (8) The reactants are [Cl:1][C:2]1[CH:7]=[C:6]([Cl:8])[CH:5]=[CH:4][C:3]=1[C:9]([C:11]1[O:12][C:13]2[CH:23]=[C:22]([OH:24])[CH:21]=[CH:20][C:14]=2[C:15]=1[C:16]([F:19])([F:18])[F:17])=[O:10].N1C=CC=CC=1.[F:31][C:32]([F:45])([F:44])[S:33](O[S:33]([C:32]([F:45])([F:44])[F:31])(=[O:35])=[O:34])(=[O:35])=[O:34]. The catalyst is C(Cl)Cl. The product is [Cl:1][C:2]1[CH:7]=[C:6]([Cl:8])[CH:5]=[CH:4][C:3]=1[C:9]([C:11]1[O:12][C:13]2[CH:23]=[C:22]([O:24][S:33]([C:32]([F:45])([F:44])[F:31])(=[O:35])=[O:34])[CH:21]=[CH:20][C:14]=2[C:15]=1[C:16]([F:19])([F:17])[F:18])=[O:10]. The yield is 0.900.